Task: Predict the product of the given reaction.. Dataset: Forward reaction prediction with 1.9M reactions from USPTO patents (1976-2016) (1) Given the reactants [NH2:1][C:2]1[CH:7]=[CH:6][CH:5]=[C:4]([NH2:8])[C:3]=1[NH2:9].[CH:10]1[C:23]2[C:22](=O)[C:21](=O)[C:20]3[C:15](=[CH:16][CH:17]=[CH:18][CH:19]=3)[C:14]=2[CH:13]=[CH:12][CH:11]=1.C(O)(=O)C, predict the reaction product. The product is: [NH2:1][C:2]1[CH:7]=[CH:6][CH:5]=[C:4]2[C:3]=1[N:9]=[C:21]1[C:22](=[N:8]2)[C:23]2[CH:10]=[CH:11][CH:12]=[CH:13][C:14]=2[C:15]2[CH:16]=[CH:17][CH:18]=[CH:19][C:20]1=2. (2) The product is: [CH2:35]1[C:36]2[C:41](=[CH:40][CH:39]=[CH:38][CH:37]=2)[CH2:42][C@@H:33]([C:31]([NH:30][C@H:10]([CH2:9][C:4]2[CH:5]=[CH:6][C:7]([Cl:8])=[C:2]([Cl:1])[CH:3]=2)[C:11]([N:13]2[CH2:14][CH2:15][CH:16]([C:19]3[CH:24]=[CH:23][CH:22]=[CH:21][C:20]=3[NH:25][S:26]([CH3:29])(=[O:27])=[O:28])[CH2:17][CH2:18]2)=[O:12])=[O:32])[NH:34]1. Given the reactants [Cl:1][C:2]1[CH:3]=[C:4]([CH2:9][C@@H:10]([NH:30][C:31]([C@@H:33]2[CH2:42][C:41]3[C:36](=[CH:37][CH:38]=[CH:39][CH:40]=3)[CH2:35][N:34]2C(OC(C)(C)C)=O)=[O:32])[C:11]([N:13]2[CH2:18][CH2:17][CH:16]([C:19]3[CH:24]=[CH:23][CH:22]=[CH:21][C:20]=3[NH:25][S:26]([CH3:29])(=[O:28])=[O:27])[CH2:15][CH2:14]2)=[O:12])[CH:5]=[CH:6][C:7]=1[Cl:8], predict the reaction product. (3) Given the reactants [NH2:1][C:2]1[N:10]=[C:9]([O:11][CH2:12][CH2:13][O:14][CH3:15])[N:8]=[C:7]2[C:3]=1[N:4]=[C:5]([O:25][CH3:26])[N:6]2[CH2:16][C:17]1[CH:24]=[CH:23][C:20]([C:21]#N)=[CH:19][CH:18]=1.C1C[O:30]CC1, predict the reaction product. The product is: [NH2:1][C:2]1[N:10]=[C:9]([O:11][CH2:12][CH2:13][O:14][CH3:15])[N:8]=[C:7]2[C:3]=1[N:4]=[C:5]([O:25][CH3:26])[N:6]2[CH2:16][C:17]1[CH:18]=[CH:19][C:20]([CH:21]=[O:30])=[CH:23][CH:24]=1. (4) Given the reactants [Cl:1][C:2]1[CH:7]=[CH:6][N:5]=[CH:4][CH:3]=1.OS(O)(=O)=O.OO.[OH-].[Na+].[CH3:17][NH:18][CH:19]=[O:20], predict the reaction product. The product is: [CH3:17][NH:18][C:19]([C:4]1[CH:3]=[C:2]([Cl:1])[CH:7]=[CH:6][N:5]=1)=[O:20].